Dataset: Reaction yield outcomes from USPTO patents with 853,638 reactions. Task: Predict the reaction yield, written as a fraction of the theoretical maximum amount of product (1.0 means a 100% yield; for example, 0.34 means a 34% yield). (1) The reactants are COC1C=CC(C[CH:8]([CH2:12][C:13]2[CH:18]=[CH:17][C:16]([O:19][C:20](=[O:36])[C@H:21]([CH:33]([CH3:35])[CH3:34])[NH:22][C:23]([O:25][CH2:26][C:27]3[CH:32]=[CH:31][CH:30]=[CH:29][CH:28]=3)=[O:24])=[C:15]([O:37][C:38](=[O:54])[C@H:39]([CH:51]([CH3:53])[CH3:52])[NH:40][C:41]([O:43][CH2:44][C:45]3[CH:50]=[CH:49][CH:48]=[CH:47][CH:46]=3)=[O:42])[CH:14]=2)[C:9]([O-:11])=[O:10])=CC=1. The catalyst is ClCCl. The product is [C:41]([NH:40][C@H:39]([C:38]([O:37][C:15]1[CH:14]=[C:13]([CH:18]=[CH:17][C:16]=1[O:19][C:20](=[O:36])[C@H:21]([CH:33]([CH3:35])[CH3:34])[NH:22][C:23]([O:25][CH2:26][C:27]1[CH:32]=[CH:31][CH:30]=[CH:29][CH:28]=1)=[O:24])[CH2:12][CH2:8][C:9]([OH:11])=[O:10])=[O:54])[CH:51]([CH3:52])[CH3:53])([O:43][CH2:44][C:45]1[CH:46]=[CH:47][CH:48]=[CH:49][CH:50]=1)=[O:42]. The yield is 0.800. (2) The reactants are [CH2:1]([O:3][C:4]([C:6]1[C:11](=[O:12])[NH:10][C:9]2[N:13]([CH:16]([CH3:18])[CH3:17])[N:14]=[CH:15][C:8]=2[C:7]=1O)=[O:5])[CH3:2].O=P(Cl)(Cl)[Cl:22].O. The catalyst is CC#N. The product is [CH2:1]([O:3][C:4]([C:6]1[C:11](=[O:12])[NH:10][C:9]2[N:13]([CH:16]([CH3:18])[CH3:17])[N:14]=[CH:15][C:8]=2[C:7]=1[Cl:22])=[O:5])[CH3:2]. The yield is 0.570. (3) The yield is 0.780. The product is [CH2:1]([N:8]1[C:12]2[C:13](=[O:28])[N:14]([CH3:27])[C:15]([CH2:24][C:25]([O:41][CH3:39])=[O:29])=[C:16]([C:17]3[CH:22]=[CH:21][C:20]([Cl:23])=[CH:19][CH:18]=3)[C:11]=2[CH:10]=[CH:9]1)[C:2]1[CH:3]=[CH:4][CH:5]=[CH:6][CH:7]=1. The reactants are [CH2:1]([N:8]1[C:12]2[C:13](=[O:28])[N:14]([CH3:27])[C:15]([CH2:24][C:25]#N)=[C:16]([C:17]3[CH:22]=[CH:21][C:20]([Cl:23])=[CH:19][CH:18]=3)[C:11]=2[CH:10]=[CH:9]1)[C:2]1[CH:7]=[CH:6][CH:5]=[CH:4][CH:3]=1.[OH-:29].[K+].Cl.[Si](C=[N+]=[N-])(C)(C)C.[CH2:39]([OH:41])C. The catalyst is O. (4) The reactants are C(S([NH:7][CH:8]([C:25]1[CH:30]=[CH:29][C:28]([Cl:31])=[CH:27][CH:26]=1)[C:9]1[C:13]([C:14]#[N:15])=[C:12]([N:16]2[CH2:21][CH2:20][O:19][CH2:18][CH2:17]2)[S:11][C:10]=1[C:22]([OH:24])=[O:23])=O)(C)(C)C.Cl. The catalyst is C(Cl)Cl. The product is [ClH:31].[NH2:7][CH:8]([C:25]1[CH:30]=[CH:29][C:28]([Cl:31])=[CH:27][CH:26]=1)[C:9]1[C:13]([C:14]#[N:15])=[C:12]([N:16]2[CH2:17][CH2:18][O:19][CH2:20][CH2:21]2)[S:11][C:10]=1[C:22]([OH:24])=[O:23]. The yield is 0.865. (5) The reactants are [CH3:1][CH:2]([CH2:11][CH3:12])[CH2:3][CH:4]=[CH:5][C:6]([O:8][CH2:9][CH3:10])=[O:7].C1CCN2C(=NCCC2)CC1.[N+:24]([CH3:27])([O-:26])=[O:25]. The catalyst is C(#N)C. The product is [CH3:1][CH:2]([CH2:11][CH3:12])[CH2:3][CH:4]([CH2:27][N+:24]([O-:26])=[O:25])[CH2:5][C:6]([O:8][CH2:9][CH3:10])=[O:7]. The yield is 0.420. (6) The reactants are [CH3:1][C@@H:2]1[O:6][C:5]([C:7]2[NH:11][C:10]([C:12]3[CH:13]=[C:14]([CH:20]=[C:21]([O:23][C:24]4[CH:29]=[N:28][C:27]([S:30]([CH3:33])(=[O:32])=[O:31])=[CH:26][N:25]=4)[CH:22]=3)[O:15][C@@H:16]([CH3:19])[CH2:17][OH:18])=[CH:9][CH:8]=2)=[N:4][CH2:3]1.[CH3:34][S:35](O)(=[O:37])=[O:36]. The catalyst is CC(C)=O. The product is [CH3:34][S:35]([O:18][CH2:17][C@@H:16]([O:15][C:14]1[CH:20]=[C:21]([O:23][C:24]2[CH:29]=[N:28][C:27]([S:30]([CH3:33])(=[O:32])=[O:31])=[CH:26][N:25]=2)[CH:22]=[C:12]([C:10]2[NH:11][C:7]([C:5]3[O:6][C@@H:2]([CH3:1])[CH2:3][N:4]=3)=[CH:8][CH:9]=2)[CH:13]=1)[CH3:19])(=[O:37])=[O:36]. The yield is 0.969. (7) The reactants are Cl.[Cl:2][C:3]1[CH:4]=[C:5]([C:10]2([C:23]([F:26])([F:25])[F:24])[O:14][N:13]=[C:12]([C:15]3[CH:16]=[C:17]([CH:20]=[CH:21][CH:22]=3)[CH2:18][NH2:19])[CH2:11]2)[CH:6]=[C:7]([Cl:9])[CH:8]=1.[CH3:27][S:28][CH2:29][C:30](O)=[O:31].C(N=C=NC(C)C)(C)C. The catalyst is C1COCC1. The product is [Cl:2][C:3]1[CH:4]=[C:5]([C:10]2([C:23]([F:24])([F:26])[F:25])[O:14][N:13]=[C:12]([C:15]3[CH:16]=[C:17]([CH:20]=[CH:21][CH:22]=3)[CH2:18][NH:19][C:30](=[O:31])[CH2:29][S:28][CH3:27])[CH2:11]2)[CH:6]=[C:7]([Cl:9])[CH:8]=1. The yield is 0.650. (8) The reactants are [CH:1]1([C:4]2[C:5]([N:10]3[CH:14]=[C:13]([CH2:15][OH:16])[C:12]([CH3:17])=[N:11]3)=[N:6][CH:7]=[CH:8][CH:9]=2)[CH2:3][CH2:2]1.[NH+]1C=CC=CC=1. The catalyst is ClCCl. The product is [CH:1]1([C:4]2[C:5]([N:10]3[CH:14]=[C:13]([CH:15]=[O:16])[C:12]([CH3:17])=[N:11]3)=[N:6][CH:7]=[CH:8][CH:9]=2)[CH2:3][CH2:2]1. The yield is 0.200. (9) The reactants are [NH2:1][C:2]1[CH:15]=[CH:14][CH:13]=[CH:12][C:3]=1[C:4]([C:6]1[CH:11]=[CH:10][CH:9]=[CH:8][CH:7]=1)=O.[C:16]([C:19]1[S:23][C:22]([CH2:24][C:25]([O:27][CH3:28])=[O:26])=[CH:21][CH:20]=1)(=O)[CH3:17].C(O)(=O)CC(CC(O)=O)(C(O)=O)O.C(OCC)(=O)C.CCCCCCC. The catalyst is C(Cl)Cl. The product is [C:6]1([C:4]2[C:3]3[C:2](=[CH:15][CH:14]=[CH:13][CH:12]=3)[N:1]=[C:16]([C:19]3[S:23][C:22]([CH2:24][C:25]([O:27][CH3:28])=[O:26])=[CH:21][CH:20]=3)[CH:17]=2)[CH:11]=[CH:10][CH:9]=[CH:8][CH:7]=1. The yield is 0.410.